Dataset: CYP2C9 inhibition data for predicting drug metabolism from PubChem BioAssay. Task: Regression/Classification. Given a drug SMILES string, predict its absorption, distribution, metabolism, or excretion properties. Task type varies by dataset: regression for continuous measurements (e.g., permeability, clearance, half-life) or binary classification for categorical outcomes (e.g., BBB penetration, CYP inhibition). Dataset: cyp2c9_veith. (1) The compound is N=C(N)SCc1cc(Cl)cc(Cl)c1O. The result is 0 (non-inhibitor). (2) The molecule is CCOC(=O)c1cc2c(=O)n3cccc(C)c3nc2n(CCCOC)c1=NC(=O)c1cccnc1. The result is 1 (inhibitor). (3) The result is 0 (non-inhibitor). The molecule is Br.CC1(C(=O)CSc2nc3ccccc3s2)CCC(=O)O1. (4) The molecule is Cc1ccc(/C=C/C(=O)Nc2cc(C)on2)cc1. The result is 0 (non-inhibitor). (5) The compound is CC(C)OC(=O)NCCOC(=O)Nc1cccc(Cl)c1. The result is 1 (inhibitor). (6) The compound is CS(=O)(=O)N1CCC[C@@]2(CCN(C(=O)Nc3ccccc3)C2)C1. The result is 0 (non-inhibitor). (7) The drug is CCNc1ncc2ncc(=O)n(C)c2n1. The result is 0 (non-inhibitor).